Dataset: Reaction yield outcomes from USPTO patents with 853,638 reactions. Task: Predict the reaction yield, written as a fraction of the theoretical maximum amount of product (1.0 means a 100% yield; for example, 0.34 means a 34% yield). (1) The reactants are [CH:1]1([C:4]2[NH:24][C:7]3[N:8]=[N:9][C:10]([CH2:12][CH2:13][CH2:14][CH2:15][N:16]4[CH:20]=[C:19]([C:21]([OH:23])=[O:22])[N:18]=[N:17]4)=[CH:11][C:6]=3[C:5]=2I)[CH2:3][CH2:2]1.[Br-].[CH:27]1([Zn+])[CH2:29][CH2:28]1. No catalyst specified. The product is [CH:27]1([C:5]2[C:6]3[CH:11]=[C:10]([CH2:12][CH2:13][CH2:14][CH2:15][N:16]4[CH:20]=[C:19]([C:21]([OH:23])=[O:22])[N:18]=[N:17]4)[N:9]=[N:8][C:7]=3[NH:24][C:4]=2[CH:1]2[CH2:3][CH2:2]2)[CH2:29][CH2:28]1. The yield is 0.453. (2) The reactants are [NH:1]1[CH:5]=[C:4]([C:6]2[CH:11]=[CH:10][N:9]=[C:8]3[N:12]([CH2:15][O:16][CH2:17][CH2:18][Si:19]([CH3:22])([CH3:21])[CH3:20])[CH:13]=[CH:14][C:7]=23)[CH:3]=[N:2]1.[CH2:23]([O:25][C:26](=[O:31])[CH:27]=[C:28]([CH3:30])[CH3:29])[CH3:24].C(=O)([O-])[O-].[Cs+].[Cs+]. The catalyst is CN(C=O)C.O. The product is [CH3:29][C:28]([N:1]1[CH:5]=[C:4]([C:6]2[CH:11]=[CH:10][N:9]=[C:8]3[N:12]([CH2:15][O:16][CH2:17][CH2:18][Si:19]([CH3:22])([CH3:21])[CH3:20])[CH:13]=[CH:14][C:7]=23)[CH:3]=[N:2]1)([CH3:30])[CH2:27][C:26]([O:25][CH2:23][CH3:24])=[O:31]. The yield is 0.790. (3) The reactants are [CH3:1]/[CH:2]=[CH:3]/[C:4]([CH:6]1[C:11]([CH3:13])([CH3:12])[CH2:10][CH:9]=[CH:8][CH:7]1[CH3:14])=[O:5].[SH:15][CH2:16][C:17]([O:19][CH2:20][CH2:21][CH:22]([O:24][CH3:25])[CH3:23])=[O:18]. The catalyst is C1CCN2C(=NCCC2)CC1. The product is [O:5]=[C:4]([CH:6]1[C:11]([CH3:12])([CH3:13])[CH2:10][CH:9]=[CH:8][CH:7]1[CH3:14])[CH2:3][CH:2]([S:15][CH2:16][C:17]([O:19][CH2:20][CH2:21][CH:22]([O:24][CH3:25])[CH3:23])=[O:18])[CH3:1]. The yield is 0.600. (4) The reactants are [Cl:1][C:2]1[CH:7]=[CH:6][C:5]([NH:8][C:9]2[S:10][CH:11]=[CH:12][N:13]=2)=[CH:4][C:3]=1[OH:14].C([O-])([O-])=O.[Cs+].[Cs+].[CH2:21](Br)[C:22]1[CH:27]=[CH:26][CH:25]=[CH:24][CH:23]=1. The catalyst is CC(C)=O. The product is [CH2:21]([O:14][C:3]1[CH:4]=[C:5]([NH:8][C:9]2[S:10][CH:11]=[CH:12][N:13]=2)[CH:6]=[CH:7][C:2]=1[Cl:1])[C:22]1[CH:27]=[CH:26][CH:25]=[CH:24][CH:23]=1. The yield is 0.530. (5) The reactants are [N+:1]([C:4]1[O:8][C:7]([C:9](Cl)=[O:10])=[CH:6][CH:5]=1)([O-:3])=[O:2].[C:12]([N:19]1[CH2:24][CH2:23][NH:22][CH2:21][CH2:20]1)([O:14][C:15]([CH3:18])([CH3:17])[CH3:16])=[O:13].C(OCC)(=O)C. The catalyst is C(Cl)Cl.CCN(CC)CC. The product is [C:15]([O:14][C:12]([N:19]1[CH2:24][CH2:23][N:22]([C:9]([C:7]2[O:8][C:4]([N+:1]([O-:3])=[O:2])=[CH:5][CH:6]=2)=[O:10])[CH2:21][CH2:20]1)=[O:13])([CH3:18])([CH3:16])[CH3:17]. The yield is 0.850. (6) The reactants are [Br:1][C:2]1[CH:9]=[CH:8][C:5]([CH:6]=[O:7])=[CH:4][C:3]=1[CH3:10].[C-]#N.[Na+].[C:14](#[N:17])[CH:15]=[CH2:16]. The catalyst is CN(C=O)C. The product is [Br:1][C:2]1[CH:9]=[CH:8][C:5]([C:6](=[O:7])[CH2:16][CH2:15][C:14]#[N:17])=[CH:4][C:3]=1[CH3:10]. The yield is 0.600.